From a dataset of NCI-60 drug combinations with 297,098 pairs across 59 cell lines. Regression. Given two drug SMILES strings and cell line genomic features, predict the synergy score measuring deviation from expected non-interaction effect. (1) Drug 1: CC12CCC(CC1=CCC3C2CCC4(C3CC=C4C5=CN=CC=C5)C)O. Synergy scores: CSS=18.1, Synergy_ZIP=1.34, Synergy_Bliss=0.581, Synergy_Loewe=-10.9, Synergy_HSA=1.32. Drug 2: CC1C(C(CC(O1)OC2CC(CC3=C2C(=C4C(=C3O)C(=O)C5=C(C4=O)C(=CC=C5)OC)O)(C(=O)CO)O)N)O.Cl. Cell line: OVCAR-5. (2) Drug 1: CC12CCC(CC1=CCC3C2CCC4(C3CC=C4C5=CN=CC=C5)C)O. Drug 2: C1C(C(OC1N2C=NC(=NC2=O)N)CO)O. Cell line: SW-620. Synergy scores: CSS=33.8, Synergy_ZIP=1.40, Synergy_Bliss=2.01, Synergy_Loewe=-13.9, Synergy_HSA=2.26. (3) Drug 1: CC1=C2C(C(=O)C3(C(CC4C(C3C(C(C2(C)C)(CC1OC(=O)C(C(C5=CC=CC=C5)NC(=O)OC(C)(C)C)O)O)OC(=O)C6=CC=CC=C6)(CO4)OC(=O)C)OC)C)OC. Drug 2: N.N.Cl[Pt+2]Cl. Cell line: HCT116. Synergy scores: CSS=78.4, Synergy_ZIP=20.0, Synergy_Bliss=19.8, Synergy_Loewe=-16.9, Synergy_HSA=18.8. (4) Drug 1: C1=NC(=NC(=O)N1C2C(C(C(O2)CO)O)O)N. Drug 2: CC1=C(N=C(N=C1N)C(CC(=O)N)NCC(C(=O)N)N)C(=O)NC(C(C2=CN=CN2)OC3C(C(C(C(O3)CO)O)O)OC4C(C(C(C(O4)CO)O)OC(=O)N)O)C(=O)NC(C)C(C(C)C(=O)NC(C(C)O)C(=O)NCCC5=NC(=CS5)C6=NC(=CS6)C(=O)NCCC[S+](C)C)O. Cell line: DU-145. Synergy scores: CSS=40.8, Synergy_ZIP=-3.49, Synergy_Bliss=-1.14, Synergy_Loewe=1.62, Synergy_HSA=5.02. (5) Drug 1: C(CCl)NC(=O)N(CCCl)N=O. Drug 2: CC1C(C(CC(O1)OC2CC(CC3=C2C(=C4C(=C3O)C(=O)C5=CC=CC=C5C4=O)O)(C(=O)C)O)N)O. Cell line: HOP-92. Synergy scores: CSS=52.3, Synergy_ZIP=0.125, Synergy_Bliss=-1.04, Synergy_Loewe=1.36, Synergy_HSA=3.47.